This data is from Reaction yield outcomes from USPTO patents with 853,638 reactions. The task is: Predict the reaction yield, written as a fraction of the theoretical maximum amount of product (1.0 means a 100% yield; for example, 0.34 means a 34% yield). (1) The reactants are [OH:1][CH:2]([C:7]1[N:12]([CH3:13])[C:11](=[O:14])[C:10]2[N:15]([CH2:18][C:19]3[CH:24]=[CH:23][C:22](OC)=[CH:21]C=3)[N:16]=[CH:17][C:9]=2[C:8]=1[C:27]1[C:28]([CH3:37])=[C:29]2[C:34](=[CH:35][CH:36]=1)[O:33][CH2:32][CH2:31][CH2:30]2)[C:3]([O:5][CH3:6])=[O:4].C1(P(C2C=CC=CC=2)C2C=CC=CC=2)C=CC=CC=1.[N:57]1C=CC=CC=1CO.CC(OC(/N=N/C(OC(C)C)=O)=O)C. The catalyst is C(O)(C(F)(F)F)=O.C1COCC1.ClCCl. The product is [OH:1][CH:2]([C:7]1[N:12]([CH3:13])[C:11](=[O:14])[C:10]2[N:15]([CH2:18][C:19]3[CH:24]=[CH:23][CH:22]=[CH:21][N:57]=3)[N:16]=[CH:17][C:9]=2[C:8]=1[C:27]1[C:28]([CH3:37])=[C:29]2[C:34](=[CH:35][CH:36]=1)[O:33][CH2:32][CH2:31][CH2:30]2)[C:3]([O:5][CH3:6])=[O:4]. The yield is 0.680. (2) The reactants are Cl[O:2][N:3]=[CH:4][C:5]1[CH:10]=[C:9]([CH3:11])[CH:8]=[C:7]([CH3:12])[CH:6]=1.C([O-])([O-])=O.[K+].[K+].[O:19]1[CH2:24][CH2:23][C:22](=[N:25][NH:26][C:27](=[O:37])[C:28]2[CH:33]=[CH:32][CH:31]=[C:30]([O:34][CH3:35])[C:29]=2[CH3:36])[CH2:21][CH2:20]1.O. The catalyst is C(Cl)(Cl)Cl.C(Cl)Cl. The product is [CH3:12][C:7]1[CH:6]=[C:5]([C:4]2[N:25]([NH:26][C:27](=[O:37])[C:28]3[CH:33]=[CH:32][CH:31]=[C:30]([O:34][CH3:35])[C:29]=3[CH3:36])[C:22]3([CH2:21][CH2:20][O:19][CH2:24][CH2:23]3)[O:2][N:3]=2)[CH:10]=[C:9]([CH3:11])[CH:8]=1. The yield is 0.490. (3) The reactants are [Cl:1][C:2]1[C:3]([CH3:19])=[N:4][N:5]2[C:10]([Cl:11])=[C:9]([CH:12]([OH:17])[C:13]([O:15][CH3:16])=[O:14])[C:8]([CH3:18])=[N:7][C:6]=12.C(Cl)Cl.Cl(O)(=O)(=O)=O. The catalyst is C(OC(C)(C)C)(=O)C.C(OCC)(=O)C. The product is [C:9]([O:17][CH:12]([C:9]1[C:8]([CH3:18])=[N:7][C:6]2[N:5]([N:4]=[C:3]([CH3:19])[C:2]=2[Cl:1])[C:10]=1[Cl:11])[C:13]([O:15][CH3:16])=[O:14])([CH3:12])([CH3:10])[CH3:8]. The yield is 0.900. (4) The reactants are [NH:1]1[C:9]2[C:4](=[CH:5][CH:6]=[CH:7][CH:8]=2)[CH:3]=[C:2]1[C:10](O)=[O:11].[H-].[H-].[H-].[H-].[Li+].[Al+3]. The catalyst is C1COCC1. The product is [OH:11][CH2:10][C:2]1[NH:1][C:9]2[C:4]([CH:3]=1)=[CH:5][CH:6]=[CH:7][CH:8]=2. The yield is 0.810. (5) The reactants are [CH3:1][O:2][CH2:3][CH2:4][O:5][C:6]1[CH:7]=[C:8]2[C:12](=[C:13]([NH:15][S:16]([C:19]3[CH:24]=[CH:23][CH:22]=[CH:21][N:20]=3)(=[O:18])=[O:17])[CH:14]=1)[NH:11][C:10]([C:25]([O:27]CC)=[O:26])=[CH:9]2.O1CCCC1.[OH-].[K+]. The catalyst is CO. The product is [CH3:1][O:2][CH2:3][CH2:4][O:5][C:6]1[CH:7]=[C:8]2[C:12](=[C:13]([NH:15][S:16]([C:19]3[CH:24]=[CH:23][CH:22]=[CH:21][N:20]=3)(=[O:17])=[O:18])[CH:14]=1)[NH:11][C:10]([C:25]([OH:27])=[O:26])=[CH:9]2. The yield is 0.840. (6) The reactants are Br[C:2]1[CH:3]=[C:4]([CH:21]=[CH:22][C:23]=1[F:24])[CH2:5][CH2:6][C:7]1[NH:8][CH:9]=[C:10]([CH2:14][C:15]2[CH:16]=[N:17][CH:18]=[N:19][CH:20]=2)[C:11](=[O:13])[N:12]=1.[Cu][C:26]#[N:27]. The catalyst is CN1C(=O)CCC1. The product is [F:24][C:23]1[CH:22]=[CH:21][C:4]([CH2:5][CH2:6][C:7]2[NH:8][CH:9]=[C:10]([CH2:14][C:15]3[CH:16]=[N:17][CH:18]=[N:19][CH:20]=3)[C:11](=[O:13])[N:12]=2)=[CH:3][C:2]=1[C:26]#[N:27]. The yield is 0.550.